This data is from Full USPTO retrosynthesis dataset with 1.9M reactions from patents (1976-2016). The task is: Predict the reactants needed to synthesize the given product. (1) Given the product [N:17]1[CH:22]=[CH:21][C:20]([NH:23][C:1](=[O:9])[O:2][C:3]2[CH:8]=[CH:7][CH:6]=[CH:5][CH:4]=2)=[N:19][CH:18]=1, predict the reactants needed to synthesize it. The reactants are: [C:1](Cl)(=[O:9])[O:2][C:3]1[CH:8]=[CH:7][CH:6]=[CH:5][CH:4]=1.N1C=CC=CC=1.[N:17]1[CH:22]=[CH:21][C:20]([NH2:23])=[N:19][CH:18]=1. (2) The reactants are: [C:1](N1C=CN=C1)(N1C=CN=C1)=[O:2].[C:13]1([CH2:19][S:20]([NH2:23])(=[O:22])=[O:21])[CH:18]=[CH:17][CH:16]=[CH:15][CH:14]=1.Cl.Cl.[NH2:26][CH:27]1[CH2:30][N:29]([C:31]2[C:43]([C:44]#[N:45])=[CH:42][C:34]([C:35]([O:37][C:38]([CH3:41])([CH3:40])[CH3:39])=[O:36])=[C:33]([CH3:46])[N:32]=2)[CH2:28]1.CCN(C(C)C)C(C)C. Given the product [C:38]([O:37][C:35](=[O:36])[C:34]1[CH:42]=[C:43]([C:44]#[N:45])[C:31]([N:29]2[CH2:28][CH:27]([NH:26][C:1]([NH:23][S:20]([CH2:19][C:13]3[CH:14]=[CH:15][CH:16]=[CH:17][CH:18]=3)(=[O:21])=[O:22])=[O:2])[CH2:30]2)=[N:32][C:33]=1[CH3:46])([CH3:40])([CH3:41])[CH3:39], predict the reactants needed to synthesize it. (3) Given the product [CH2:15]([N:5]1[CH:6]([CH3:7])[CH2:8][CH:4]([C:9]([O:12][CH3:13])=[O:10])[C:3]1=[O:25])[C:16]1[CH:21]=[CH:20][CH:19]=[CH:18][CH:17]=1, predict the reactants needed to synthesize it. The reactants are: [Li+].C[CH:3]([N-:5][CH:6]([CH3:8])[CH3:7])[CH3:4].[C:9](=O)([O:12][CH3:13])[O:10]C.[CH3:15][CH2:16][CH2:17][CH2:18][CH2:19][CH2:20][CH3:21].C1C[O:25]CC1.C(C1C=CC=CC=1)C. (4) Given the product [CH2:21]([N:28]1[CH2:32][C@@H:31]([C:33]2[CH:38]=[CH:37][CH:36]=[CH:35][C:34]=2[CH3:39])[C@H:30]([N:40]([CH3:41])[C:14](=[O:15])[C:13]([C:5]2[CH:4]=[C:3]([C:2]([F:20])([F:19])[F:1])[CH:8]=[C:7]([C:9]([F:12])([F:11])[F:10])[CH:6]=2)([CH3:18])[CH3:17])[CH2:29]1)[C:22]1[CH:23]=[CH:24][CH:25]=[CH:26][CH:27]=1, predict the reactants needed to synthesize it. The reactants are: [F:1][C:2]([F:20])([F:19])[C:3]1[CH:4]=[C:5]([C:13]([CH3:18])([CH3:17])[C:14](Cl)=[O:15])[CH:6]=[C:7]([C:9]([F:12])([F:11])[F:10])[CH:8]=1.[CH2:21]([N:28]1[CH2:32][C@@H:31]([C:33]2[CH:38]=[CH:37][CH:36]=[CH:35][C:34]=2[CH3:39])[C@H:30]([NH:40][CH3:41])[CH2:29]1)[C:22]1[CH:27]=[CH:26][CH:25]=[CH:24][CH:23]=1.C(N(C(C)C)C(C)C)C. (5) Given the product [CH2:19]([O:21][P:22]([N:1]([CH2:2][CH2:3][CH2:4][C:5]#[N:6])[CH2:7][CH2:8][CH2:9][C:10]#[N:11])([O:24][CH2:25][CH3:26])=[O:23])[CH3:20], predict the reactants needed to synthesize it. The reactants are: [NH:1]([CH2:7][CH2:8][CH2:9][C:10]#[N:11])[CH2:2][CH2:3][CH2:4][C:5]#[N:6].C(N(CC)CC)C.[CH2:19]([O:21][P:22](Cl)([O:24][CH2:25][CH3:26])=[O:23])[CH3:20]. (6) Given the product [CH3:1][N:2]([CH3:40])[C:3]1[C:4]2[C:15]([C:16]3[CH:21]=[CH:20][CH:19]=[CH:18][CH:17]=3)=[C:14]([C:22]3[CH:27]=[CH:26][C:25]([C:28]4([NH:32][C:33](=[O:39])[O:34][C:35]([CH3:38])([CH3:37])[CH3:36])[CH2:31][CH2:30][CH2:29]4)=[CH:24][CH:23]=3)[O:13][C:5]=2[N:6]=[C:7]([NH:41][CH2:42][CH2:43][OH:44])[N:8]=1, predict the reactants needed to synthesize it. The reactants are: [CH3:1][N:2]([CH3:40])[C:3]1[C:4]2[C:15]([C:16]3[CH:21]=[CH:20][CH:19]=[CH:18][CH:17]=3)=[C:14]([C:22]3[CH:27]=[CH:26][C:25]([C:28]4([NH:32][C:33](=[O:39])[O:34][C:35]([CH3:38])([CH3:37])[CH3:36])[CH2:31][CH2:30][CH2:29]4)=[CH:24][CH:23]=3)[O:13][C:5]=2[N:6]=[C:7](S(C)(=O)=O)[N:8]=1.[NH2:41][CH2:42][CH2:43][OH:44].